Task: Regression. Given two drug SMILES strings and cell line genomic features, predict the synergy score measuring deviation from expected non-interaction effect.. Dataset: NCI-60 drug combinations with 297,098 pairs across 59 cell lines (1) Drug 1: CC1OCC2C(O1)C(C(C(O2)OC3C4COC(=O)C4C(C5=CC6=C(C=C35)OCO6)C7=CC(=C(C(=C7)OC)O)OC)O)O. Drug 2: CC1=C(N=C(N=C1N)C(CC(=O)N)NCC(C(=O)N)N)C(=O)NC(C(C2=CN=CN2)OC3C(C(C(C(O3)CO)O)O)OC4C(C(C(C(O4)CO)O)OC(=O)N)O)C(=O)NC(C)C(C(C)C(=O)NC(C(C)O)C(=O)NCCC5=NC(=CS5)C6=NC(=CS6)C(=O)NCCC[S+](C)C)O. Cell line: SNB-75. Synergy scores: CSS=10.1, Synergy_ZIP=-0.395, Synergy_Bliss=-0.185, Synergy_Loewe=-1.70, Synergy_HSA=-0.851. (2) Drug 1: C1=CC(=CC=C1CCC2=CNC3=C2C(=O)NC(=N3)N)C(=O)NC(CCC(=O)O)C(=O)O. Drug 2: C1=CC=C(C=C1)NC(=O)CCCCCCC(=O)NO. Cell line: UACC62. Synergy scores: CSS=15.5, Synergy_ZIP=-8.98, Synergy_Bliss=-3.81, Synergy_Loewe=-2.82, Synergy_HSA=-1.95. (3) Drug 1: CS(=O)(=O)C1=CC(=C(C=C1)C(=O)NC2=CC(=C(C=C2)Cl)C3=CC=CC=N3)Cl. Drug 2: CC=C1C(=O)NC(C(=O)OC2CC(=O)NC(C(=O)NC(CSSCCC=C2)C(=O)N1)C(C)C)C(C)C. Cell line: ACHN. Synergy scores: CSS=22.9, Synergy_ZIP=-5.30, Synergy_Bliss=-6.45, Synergy_Loewe=-48.6, Synergy_HSA=-7.90. (4) Drug 1: CC1=C(N=C(N=C1N)C(CC(=O)N)NCC(C(=O)N)N)C(=O)NC(C(C2=CN=CN2)OC3C(C(C(C(O3)CO)O)O)OC4C(C(C(C(O4)CO)O)OC(=O)N)O)C(=O)NC(C)C(C(C)C(=O)NC(C(C)O)C(=O)NCCC5=NC(=CS5)C6=NC(=CS6)C(=O)NCCC[S+](C)C)O. Drug 2: CC12CCC3C(C1CCC2OP(=O)(O)O)CCC4=C3C=CC(=C4)OC(=O)N(CCCl)CCCl.[Na+]. Cell line: EKVX. Synergy scores: CSS=10.5, Synergy_ZIP=0.781, Synergy_Bliss=1.22, Synergy_Loewe=-29.5, Synergy_HSA=0.128.